This data is from Full USPTO retrosynthesis dataset with 1.9M reactions from patents (1976-2016). The task is: Predict the reactants needed to synthesize the given product. (1) Given the product [CH2:1]([O:8][CH2:9][CH2:10][NH:11][C:12]1[N:19]=[C:18]([O:20][C:21]2[CH:26]=[CH:25][C:24]3[B:27]([OH:31])[O:37][CH2:36][C:23]=3[CH:22]=2)[CH:17]=[CH:16][C:13]=1[C:14]#[N:15])[C:2]1[CH:7]=[CH:6][CH:5]=[CH:4][CH:3]=1, predict the reactants needed to synthesize it. The reactants are: [CH2:1]([O:8][CH2:9][CH2:10][NH:11][C:12]1[N:19]=[C:18]([O:20][C:21]2[CH:26]=[CH:25][C:24]([B:27]3[O:31]C(C)(C)C(C)(C)O3)=[C:23]([CH:36]=[O:37])[CH:22]=2)[CH:17]=[CH:16][C:13]=1[C:14]#[N:15])[C:2]1[CH:7]=[CH:6][CH:5]=[CH:4][CH:3]=1.[BH4-].[Na+].Cl. (2) Given the product [CH2:1]([N:5]1[C:13]([N:14]2[CH2:19][CH2:18][N:17]([S:41]([CH3:44])(=[O:43])=[O:42])[C@@H:16]([CH3:20])[CH2:15]2)=[N:12][C:11]2[C:6]1=[N:7][C:8]([C:27]1[CH:32]=[N:31][C:30]([NH2:33])=[N:29][CH:28]=1)=[N:9][C:10]=2[N:21]1[CH2:26][CH2:25][O:24][CH2:23][CH2:22]1)[CH:2]([CH3:4])[CH3:3], predict the reactants needed to synthesize it. The reactants are: [CH2:1]([N:5]1[C:13]([N:14]2[CH2:19][CH2:18][NH:17][C@@H:16]([CH3:20])[CH2:15]2)=[N:12][C:11]2[C:6]1=[N:7][C:8]([C:27]1[CH:28]=[N:29][C:30]([NH2:33])=[N:31][CH:32]=1)=[N:9][C:10]=2[N:21]1[CH2:26][CH2:25][O:24][CH2:23][CH2:22]1)[CH:2]([CH3:4])[CH3:3].C(N(CC)CC)C.[S:41](Cl)([CH3:44])(=[O:43])=[O:42].